This data is from NCI-60 drug combinations with 297,098 pairs across 59 cell lines. The task is: Regression. Given two drug SMILES strings and cell line genomic features, predict the synergy score measuring deviation from expected non-interaction effect. (1) Drug 1: CC(CN1CC(=O)NC(=O)C1)N2CC(=O)NC(=O)C2. Drug 2: COC1=CC(=CC(=C1O)OC)C2C3C(COC3=O)C(C4=CC5=C(C=C24)OCO5)OC6C(C(C7C(O6)COC(O7)C8=CC=CS8)O)O. Cell line: SK-MEL-2. Synergy scores: CSS=43.9, Synergy_ZIP=-4.12, Synergy_Bliss=-2.15, Synergy_Loewe=-1.80, Synergy_HSA=1.34. (2) Drug 1: CC1C(C(=O)NC(C(=O)N2CCCC2C(=O)N(CC(=O)N(C(C(=O)O1)C(C)C)C)C)C(C)C)NC(=O)C3=C4C(=C(C=C3)C)OC5=C(C(=O)C(=C(C5=N4)C(=O)NC6C(OC(=O)C(N(C(=O)CN(C(=O)C7CCCN7C(=O)C(NC6=O)C(C)C)C)C)C(C)C)C)N)C. Drug 2: C1=NNC2=C1C(=O)NC=N2. Cell line: DU-145. Synergy scores: CSS=6.03, Synergy_ZIP=-5.10, Synergy_Bliss=0.275, Synergy_Loewe=-18.4, Synergy_HSA=-5.42. (3) Synergy scores: CSS=26.5, Synergy_ZIP=1.25, Synergy_Bliss=3.92, Synergy_Loewe=-6.93, Synergy_HSA=3.72. Drug 1: C1CC(=O)NC(=O)C1N2CC3=C(C2=O)C=CC=C3N. Drug 2: C1=CC(=CC=C1CC(C(=O)O)N)N(CCCl)CCCl.Cl. Cell line: NCI-H460. (4) Drug 1: CC1=C2C(C(=O)C3(C(CC4C(C3C(C(C2(C)C)(CC1OC(=O)C(C(C5=CC=CC=C5)NC(=O)OC(C)(C)C)O)O)OC(=O)C6=CC=CC=C6)(CO4)OC(=O)C)OC)C)OC. Drug 2: C1=C(C(=O)NC(=O)N1)N(CCCl)CCCl. Cell line: CCRF-CEM. Synergy scores: CSS=85.9, Synergy_ZIP=6.01, Synergy_Bliss=4.48, Synergy_Loewe=3.38, Synergy_HSA=7.44. (5) Drug 1: C1=NC2=C(N=C(N=C2N1C3C(C(C(O3)CO)O)O)F)N. Drug 2: CCC1(C2=C(COC1=O)C(=O)N3CC4=CC5=C(C=CC(=C5CN(C)C)O)N=C4C3=C2)O.Cl. Cell line: IGROV1. Synergy scores: CSS=1.49, Synergy_ZIP=-4.77, Synergy_Bliss=-2.13, Synergy_Loewe=-20.5, Synergy_HSA=-5.27. (6) Drug 1: C1CCC(CC1)NC(=O)N(CCCl)N=O. Drug 2: CC1=C(C=C(C=C1)NC(=O)C2=CC=C(C=C2)CN3CCN(CC3)C)NC4=NC=CC(=N4)C5=CN=CC=C5. Cell line: K-562. Synergy scores: CSS=64.2, Synergy_ZIP=4.02, Synergy_Bliss=2.62, Synergy_Loewe=-5.64, Synergy_HSA=5.41. (7) Drug 1: C1=CN(C=N1)CC(O)(P(=O)(O)O)P(=O)(O)O. Drug 2: CS(=O)(=O)OCCCCOS(=O)(=O)C. Cell line: COLO 205. Synergy scores: CSS=3.42, Synergy_ZIP=-2.54, Synergy_Bliss=3.98, Synergy_Loewe=-0.642, Synergy_HSA=-0.194. (8) Drug 1: C1CC(=O)NC(=O)C1N2CC3=C(C2=O)C=CC=C3N. Drug 2: CN(C(=O)NC(C=O)C(C(C(CO)O)O)O)N=O. Cell line: SF-539. Synergy scores: CSS=4.89, Synergy_ZIP=-2.11, Synergy_Bliss=0.748, Synergy_Loewe=1.52, Synergy_HSA=1.83.